Task: Predict which catalyst facilitates the given reaction.. Dataset: Catalyst prediction with 721,799 reactions and 888 catalyst types from USPTO (1) Reactant: [Cl:1][C:2]1[CH:14]=[C:13]([Cl:15])[C:12]([O:16][C:17]2[N:21]([CH3:22])[N:20]=[C:19]([CH3:23])[C:18]=2/[CH:24]=[N:25]/O)=[CH:11][C:3]=1[O:4][C@@H:5]([CH3:10])[C:6]([O:8][CH3:9])=[O:7].C(N(CC)CC)C.ClC(Cl)(Cl)C(Cl)=O.O. Product: [Cl:1][C:2]1[CH:14]=[C:13]([Cl:15])[C:12]([O:16][C:17]2[N:21]([CH3:22])[N:20]=[C:19]([CH3:23])[C:18]=2[C:24]#[N:25])=[CH:11][C:3]=1[O:4][C@@H:5]([CH3:10])[C:6]([O:8][CH3:9])=[O:7]. The catalyst class is: 7. (2) Reactant: [H-].[Na+].[CH3:3][O:4][C:5]1[CH:6]=[C:7]2[C:11](=[C:12]([O:14][CH3:15])[CH:13]=1)[NH:10][CH:9]=[C:8]2[C:16]1[N:24]([S:25]([C:28]2[CH:33]=[CH:32][C:31]([CH3:34])=[CH:30][CH:29]=2)(=[O:27])=[O:26])[C:19]2=[N:20][CH:21]=[CH:22][CH:23]=[C:18]2[CH:17]=1.I[CH3:36].O. Product: [CH3:3][O:4][C:5]1[CH:6]=[C:7]2[C:11](=[C:12]([O:14][CH3:15])[CH:13]=1)[N:10]([CH3:36])[CH:9]=[C:8]2[C:16]1[N:24]([S:25]([C:28]2[CH:29]=[CH:30][C:31]([CH3:34])=[CH:32][CH:33]=2)(=[O:27])=[O:26])[C:19]2=[N:20][CH:21]=[CH:22][CH:23]=[C:18]2[CH:17]=1. The catalyst class is: 9. (3) Reactant: [C:1]([O:4][C:5]1[CH:10]=[CH:9][C:8]([C:11]2[O:12][C:13]3[C:19](Br)=[CH:18][C:17]([O:21][C:22](=[O:24])[CH3:23])=[CH:16][C:14]=3[N:15]=2)=[CH:7][C:6]=1[F:25])(=[O:3])[CH3:2].[CH2:26]([Sn](CCCC)(CCCC)C=C)[CH2:27]CC.CC1C=CC(C)=CC=1. Product: [C:22]([O:21][C:17]1[CH:18]=[C:19]([CH:26]=[CH2:27])[C:13]2[O:12][C:11]([C:8]3[CH:9]=[CH:10][C:5]([O:4][C:1](=[O:3])[CH3:2])=[C:6]([F:25])[CH:7]=3)=[N:15][C:14]=2[CH:16]=1)(=[O:24])[CH3:23]. The catalyst class is: 27.